Dataset: Full USPTO retrosynthesis dataset with 1.9M reactions from patents (1976-2016). Task: Predict the reactants needed to synthesize the given product. (1) The reactants are: [C:1]1(=[O:7])[O:6][CH2:5][CH2:4][CH2:3][CH2:2]1.OS(O)(=O)=O.[C:13]([O-])(O)=[O:14].[Na+]. Given the product [OH:14][CH2:13][CH2:4][CH2:3][CH2:2][C:1]([O:6][CH3:5])=[O:7], predict the reactants needed to synthesize it. (2) Given the product [C:6]([C:8]1[CH:13]=[CH:12][C:11]([NH:14][C:25](=[O:26])[C:24]2[CH:28]=[CH:29][C:21]([N:20]([CH2:30][CH2:31][OH:32])[CH2:19][CH2:18][OH:17])=[CH:22][CH:23]=2)=[CH:10][CH:9]=1)([C:5]1[CH:15]=[CH:16][C:2]([NH:1][C:25](=[O:26])[C:24]2[CH:28]=[CH:29][C:21]([N:20]([CH2:19][CH2:18][OH:17])[CH2:30][CH2:31][OH:32])=[CH:22][CH:23]=2)=[CH:3][CH:4]=1)=[O:7], predict the reactants needed to synthesize it. The reactants are: [NH2:1][C:2]1[CH:16]=[CH:15][C:5]([C:6]([C:8]2[CH:13]=[CH:12][C:11]([NH2:14])=[CH:10][CH:9]=2)=[O:7])=[CH:4][CH:3]=1.[OH:17][CH2:18][CH2:19][N:20]([CH2:30][CH2:31][OH:32])[C:21]1[CH:29]=[CH:28][C:24]([C:25]([O-])=[O:26])=[CH:23][CH:22]=1. (3) Given the product [C:25]([O:24][C:22](=[O:23])[N:20]([CH2:19][C:18]1[CH:17]=[CH:16][CH:15]=[C:7]([C:8](=[O:9])[N:10]([CH2:13][CH3:14])[CH2:11][CH3:12])[C:6]=1[CH2:5][OH:4])[CH3:21])([CH3:27])([CH3:28])[CH3:26], predict the reactants needed to synthesize it. The reactants are: [BH4-].[Li+].C[O:4][C:5](=O)[C:6]1[C:7](=[CH:15][CH:16]=[CH:17][C:18]=1[CH2:19][N:20]([C:22]([O:24][C:25]([CH3:28])([CH3:27])[CH3:26])=[O:23])[CH3:21])[C:8]([N:10]([CH2:13][CH3:14])[CH2:11][CH3:12])=[O:9]. (4) Given the product [S:25]([O:16][CH2:15][C:11]1[CH:12]=[CH:13][CH:14]=[C:9]([NH:8][C:6]([O:5][C:1]([CH3:4])([CH3:2])[CH3:3])=[O:7])[CH:10]=1)([CH3:24])(=[O:27])=[O:26], predict the reactants needed to synthesize it. The reactants are: [C:1]([O:5][C:6]([NH:8][C:9]1[CH:10]=[C:11]([CH2:15][OH:16])[CH:12]=[CH:13][CH:14]=1)=[O:7])([CH3:4])([CH3:3])[CH3:2].C(N(CC)CC)C.[CH3:24][S:25](Cl)(=[O:27])=[O:26].[Cl-].[NH4+].